From a dataset of Forward reaction prediction with 1.9M reactions from USPTO patents (1976-2016). Predict the product of the given reaction. (1) Given the reactants [CH:1]12[O:6][CH:5]1[CH2:4][O:3][CH2:2]2.[CH3:7][CH:8]([S:10]([NH2:13])(=[O:12])=[O:11])[CH3:9].C(=O)([O-])[O-].[K+].[K+], predict the reaction product. The product is: [OH:6][C@@H:5]1[CH2:4][O:3][CH2:2][C@H:1]1[NH:13][S:10]([CH:8]([CH3:9])[CH3:7])(=[O:12])=[O:11]. (2) Given the reactants CO[CH:3](OC)[CH2:4][C:5]1[CH:10]=[CH:9][C:8]([NH:11][CH:12]2[CH2:17][CH2:16][N:15]([C:18]3[CH:23]=[CH:22][C:21]([S:24]([N:27]4[CH2:32][CH2:31][CH2:30][CH2:29][CH2:28]4)(=[O:26])=[O:25])=[CH:20][CH:19]=3)[CH2:14][CH2:13]2)=[CH:7][CH:6]=1.[I-].[Na+].Cl[Si](Cl)(Cl)C.C(O)(=O)C.[NH2:46][CH2:47][C@@H:48]([C:50]1[CH:51]=[CH:52][C:53]([OH:61])=[C:54]([NH:56][S:57]([CH3:60])(=[O:59])=[O:58])[CH:55]=1)[OH:49].C([BH3-])#N.[Na+], predict the reaction product. The product is: [OH:61][C:53]1[CH:52]=[CH:51][C:50]([C@@H:48]([OH:49])[CH2:47][NH:46][CH2:3][CH2:4][C:5]2[CH:10]=[CH:9][C:8]([NH:11][CH:12]3[CH2:17][CH2:16][N:15]([C:18]4[CH:23]=[CH:22][C:21]([S:24]([N:27]5[CH2:28][CH2:29][CH2:30][CH2:31][CH2:32]5)(=[O:26])=[O:25])=[CH:20][CH:19]=4)[CH2:14][CH2:13]3)=[CH:7][CH:6]=2)=[CH:55][C:54]=1[NH:56][S:57]([CH3:60])(=[O:59])=[O:58]. (3) Given the reactants [F:1][C:2]1([CH2:15][OH:16])[CH2:7][CH2:6][N:5]([C:8]([O:10][C:11]([CH3:14])([CH3:13])[CH3:12])=[O:9])[CH2:4][CH2:3]1.C(N(CC)CC)C.[CH3:24][S:25](Cl)(=[O:27])=[O:26], predict the reaction product. The product is: [F:1][C:2]1([CH2:15][O:16][S:25]([CH3:24])(=[O:27])=[O:26])[CH2:3][CH2:4][N:5]([C:8]([O:10][C:11]([CH3:12])([CH3:13])[CH3:14])=[O:9])[CH2:6][CH2:7]1.